Dataset: Catalyst prediction with 721,799 reactions and 888 catalyst types from USPTO. Task: Predict which catalyst facilitates the given reaction. (1) Reactant: [ClH:1].[N:2]1[CH:7]=[CH:6][CH:5]=[C:4]([C@@H:8]2[CH2:10][C@H:9]2[NH:11]C(=O)OC(C)(C)C)[CH:3]=1. Product: [ClH:1].[N:2]1[CH:7]=[CH:6][CH:5]=[C:4]([C@@H:8]2[CH2:10][C@H:9]2[NH2:11])[CH:3]=1. The catalyst class is: 12. (2) Reactant: [C:1]([N:4]1[C:13]2[C:8](=[CH:9][C:10]([NH2:14])=[CH:11][CH:12]=2)[C:7]([C:16]2[CH:21]=[CH:20][CH:19]=[CH:18][CH:17]=2)([CH3:15])[CH2:6][C:5]1([CH3:23])[CH3:22])(=[O:3])[CH3:2].[C:24]1([C:33]2[CH:38]=[CH:37][CH:36]=[CH:35][CH:34]=2)[CH:29]=[CH:28][C:27]([C:30](Cl)=[O:31])=[CH:26][CH:25]=1.C(N(CC)C(C)C)(C)C. Product: [C:1]([N:4]1[C:13]2[C:8](=[CH:9][C:10]([NH:14][C:30](=[O:31])[C:27]3[CH:28]=[CH:29][C:24]([C:33]4[CH:38]=[CH:37][CH:36]=[CH:35][CH:34]=4)=[CH:25][CH:26]=3)=[CH:11][CH:12]=2)[C:7]([C:16]2[CH:21]=[CH:20][CH:19]=[CH:18][CH:17]=2)([CH3:15])[CH2:6][C:5]1([CH3:23])[CH3:22])(=[O:3])[CH3:2]. The catalyst class is: 7. (3) Reactant: N(/C(OC(C)C)=O)=N\C(OC(C)C)=O.[N:15]1([C:21]2[N:22]=[CH:23][C:24]([CH2:27]O)=[N:25][CH:26]=2)[CH2:20][CH2:19][CH2:18][CH2:17][CH2:16]1.[Cl:29][C:30]1[C:31]2[C:32](=[N:36][NH:37][CH:38]=2)[N:33]=[CH:34][N:35]=1.C1(P(C2C=CC=CC=2)C2C=CC=CC=2)C=CC=CC=1. Product: [Cl:29][C:30]1[C:31]2[C:32](=[N:36][N:37]([CH2:27][C:24]3[CH:23]=[N:22][C:21]([N:15]4[CH2:20][CH2:19][CH2:18][CH2:17][CH2:16]4)=[CH:26][N:25]=3)[CH:38]=2)[N:33]=[CH:34][N:35]=1. The catalyst class is: 46. (4) Reactant: C(O)(=[O:3])C.[CH:5]1[C:18]2[S:17][C:16]3[C:11](=[CH:12][CH:13]=[CH:14][CH:15]=3)[O:10][C:9]=2[CH:8]=[CH:7][CH:6]=1.OO. Product: [CH:5]1[C:18]2[S:17](=[O:3])[C:16]3[C:11](=[CH:12][CH:13]=[CH:14][CH:15]=3)[O:10][C:9]=2[CH:8]=[CH:7][CH:6]=1. The catalyst class is: 6. (5) Reactant: [CH:1]([C:3]1[CH:4]=[CH:5][C:6]([OH:12])=[C:7]([CH:11]=1)[C:8]([OH:10])=[O:9])=[O:2].[N+:13]([O-])([OH:15])=[O:14]. Product: [CH:1]([C:3]1[CH:4]=[C:5]([N+:13]([O-:15])=[O:14])[C:6]([OH:12])=[C:7]([CH:11]=1)[C:8]([OH:10])=[O:9])=[O:2]. The catalyst class is: 65.